This data is from Forward reaction prediction with 1.9M reactions from USPTO patents (1976-2016). The task is: Predict the product of the given reaction. (1) Given the reactants [C:1]([NH:5][C:6]1[C:7]([CH:25]([OH:27])[CH3:26])=[N:8][C:9]2[C:14]([N:15]=1)=[C:13](B1OC(C)(C)C(C)(C)O1)[CH:12]=[CH:11][CH:10]=2)([CH3:4])([CH3:3])[CH3:2].CC1(C)C(C)(C)OB([C:36]2[NH:44][C:43]3[CH2:42][CH2:41][NH:40][C:39](=[O:45])[C:38]=3[CH:37]=2)O1.CC(C1C=C(C(C)C)C(C2C=CC=CC=2P(C2CCCCC2)C2CCCCC2)=C(C(C)C)C=1)C, predict the reaction product. The product is: [C:1]([NH:5][C:6]1[C:7]([CH:25]([OH:27])[CH3:26])=[N:8][C:9]2[C:14]([N:15]=1)=[C:13]([C:36]1[NH:44][C:43]3[CH2:42][CH2:41][NH:40][C:39](=[O:45])[C:38]=3[CH:37]=1)[CH:12]=[CH:11][CH:10]=2)([CH3:2])([CH3:3])[CH3:4]. (2) Given the reactants [Br:1][C:2]1[C:11]2[C:6](=[C:7](C3C=C(C(F)(F)F)C=CC=3C([O-])=O)[CH:8]=[C:9]([O:12]C)[CH:10]=2)[C:5](=[O:27])[N:4]([C:28]2[CH:33]=[CH:32][C:31]([O:34]C)=[CH:30][CH:29]=2)[CH:3]=1.C(Cl)Cl.B(Br)(Br)Br.[OH2:43], predict the reaction product. The product is: [Br:1][C:2]1[C:11]2[C:6](=[C:7]([OH:43])[CH:8]=[C:9]([OH:12])[CH:10]=2)[C:5](=[O:27])[N:4]([C:28]2[CH:33]=[CH:32][C:31]([OH:34])=[CH:30][CH:29]=2)[CH:3]=1. (3) Given the reactants [NH2:1][CH2:2][CH2:3][O:4][CH2:5][CH2:6][N:7]1[C:19]2[C:18]3[CH:17]=[CH:16][CH:15]=[CH:14][C:13]=3[N:12]=[C:11]([NH2:20])[C:10]=2[N:9]=[C:8]1[CH2:21][O:22][CH2:23][CH3:24].[CH:25]1([N:31]=[C:32]=[O:33])[CH2:30][CH2:29][CH2:28][CH2:27][CH2:26]1, predict the reaction product. The product is: [NH2:20][C:11]1[C:10]2[N:9]=[C:8]([CH2:21][O:22][CH2:23][CH3:24])[N:7]([CH2:6][CH2:5][O:4][CH2:3][CH2:2][NH:1][C:32]([NH:31][CH:25]3[CH2:30][CH2:29][CH2:28][CH2:27][CH2:26]3)=[O:33])[C:19]=2[C:18]2[CH:17]=[CH:16][CH:15]=[CH:14][C:13]=2[N:12]=1. (4) Given the reactants Cl[C:2]1[N:11]=[C:10]([NH:12][CH2:13][CH:14]([C:21]2[CH:26]=[CH:25][CH:24]=[CH:23][CH:22]=2)[C:15]2[CH:20]=[CH:19][CH:18]=[CH:17][CH:16]=2)[C:9]2[C:4](=[CH:5][C:6]([O:29][CH3:30])=[C:7]([O:27][CH3:28])[CH:8]=2)[N:3]=1.[S:31]1[CH:35]=[CH:34][C:33](B(O)O)=[CH:32]1.C(NC1C2C(=CC=CC=2)N=C(C2SC3C=CC=CC=3C=2)N=1)(C1C=CC=CC=1)C1C=CC=CC=1, predict the reaction product. The product is: [C:15]1([CH:14]([C:21]2[CH:26]=[CH:25][CH:24]=[CH:23][CH:22]=2)[CH2:13][NH:12][C:10]2[C:9]3[C:4](=[CH:5][C:6]([O:29][CH3:30])=[C:7]([O:27][CH3:28])[CH:8]=3)[N:3]=[C:2]([C:33]3[CH:34]=[CH:35][S:31][CH:32]=3)[N:11]=2)[CH:20]=[CH:19][CH:18]=[CH:17][CH:16]=1. (5) Given the reactants [F:1][C:2]1[CH:3]=[C:4]2[C:8](=[CH:9][CH:10]=1)[NH:7][C:6](=[O:11])[CH:5]2[CH2:12][CH2:13][CH2:14][CH2:15]OS(C)(=O)=O.[Cl:21][C:22]1[CH:27]=[CH:26][C:25]([N:28]2[CH2:33][CH2:32][NH:31][CH2:30][CH2:29]2)=[CH:24][CH:23]=1, predict the reaction product. The product is: [ClH:21].[Cl:21][C:22]1[CH:23]=[CH:24][C:25]([N:28]2[CH2:33][CH2:32][N:31]([CH2:15][CH2:14][CH2:13][CH2:12][CH:5]3[C:4]4[C:8](=[CH:9][CH:10]=[C:2]([F:1])[CH:3]=4)[NH:7][C:6]3=[O:11])[CH2:30][CH2:29]2)=[CH:26][CH:27]=1. (6) Given the reactants Br[C:2]1[CH:3]=[C:4]([NH:10][C@@H:11]2[CH2:16][CH2:15][CH2:14][CH2:13][C@@H:12]2[NH:17][C:18](=[O:24])[O:19][C:20]([CH3:23])([CH3:22])[CH3:21])[CH:5]=[N:6][C:7]=1[C:8]#[N:9].[NH2:25][C:26]1[O:30][N:29]=[C:28]([CH3:31])[CH:27]=1.O(C1C=CC=CC=1)[Na].O.O.O.CC1(C)C2C(=C(P(C3C=CC=CC=3)C3C=CC=CC=3)C=CC=2)OC2C(P(C3C=CC=CC=3)C3C=CC=CC=3)=CC=CC1=2, predict the reaction product. The product is: [C:8]([C:7]1[N:6]=[CH:5][C:4]([NH:10][C@@H:11]2[CH2:16][CH2:15][CH2:14][CH2:13][C@@H:12]2[NH:17][C:18](=[O:24])[O:19][C:20]([CH3:23])([CH3:22])[CH3:21])=[CH:3][C:2]=1[NH:25][C:26]1[O:30][N:29]=[C:28]([CH3:31])[CH:27]=1)#[N:9]. (7) Given the reactants [Si]([O:8][CH2:9][CH2:10][CH2:11][CH2:12][CH2:13][CH2:14][CH2:15][CH2:16][CH2:17][CH:18]1[C:27]2[C:22](=[CH:23][C:24]([O:28][CH2:29][O:30][CH3:31])=[CH:25][CH:26]=2)[O:21][CH2:20][C:19]1([C:33]1[CH:38]=[CH:37][C:36]([O:39][CH3:40])=[CH:35][C:34]=1OC)[CH3:32])(C(C)(C)C)(C)C.CC1C=CC(S([O-])(=O)=O)=CC=1.C1C=C[NH+]=CC=1.CCCCCC.[C:66](OCC)(=[O:68])C, predict the reaction product. The product is: [OH:8][CH2:9][CH2:10][CH2:11][CH2:12][CH2:13][CH2:14][CH2:15][CH2:16][CH2:17][CH:18]1[C:27]2[C:22](=[CH:23][C:24]([O:28][CH2:29][O:30][CH3:31])=[CH:25][CH:26]=2)[O:21][CH2:20][C:19]1([C:33]1[CH:34]=[CH:35][C:36]([O:39][CH2:40][O:68][CH3:66])=[CH:37][CH:38]=1)[CH3:32]. (8) Given the reactants FC(F)(F)C(N[C@@H]1C2C(=CC=C(OC)C=2)C(=O)C1)=O.[CH2:20]([O:23][C@H:24]1[C:32]2[C:27](=[CH:28][C:29]([O:33][CH:34]([CH3:36])[CH3:35])=[CH:30][CH:31]=2)[C@@H:26]([NH2:37])[CH2:25]1)[CH:21]=[CH2:22].[C:38]([O:42][C:43](=[O:56])[NH:44][C@H:45]([CH:53]1[CH2:55][O:54]1)[CH2:46][C:47]1[CH:52]=[CH:51][CH:50]=[CH:49][CH:48]=1)([CH3:41])([CH3:40])[CH3:39].Cl([O-])(=O)(=O)=O.[Li+].[Cl-].[Na+].O.C([O-])(O)=O.[Na+], predict the reaction product. The product is: [CH2:20]([O:23][C@H:24]1[C:32]2[C:27](=[CH:28][C:29]([O:33][CH:34]([CH3:35])[CH3:36])=[CH:30][CH:31]=2)[C@@H:26]([NH:37][CH2:55][C@@H:53]([OH:54])[C@@H:45]([NH:44][C:43](=[O:56])[O:42][C:38]([CH3:40])([CH3:39])[CH3:41])[CH2:46][C:47]2[CH:52]=[CH:51][CH:50]=[CH:49][CH:48]=2)[CH2:25]1)[CH:21]=[CH2:22].